From a dataset of Full USPTO retrosynthesis dataset with 1.9M reactions from patents (1976-2016). Predict the reactants needed to synthesize the given product. (1) Given the product [O:15]=[C:9]([CH:3]1[C:4](=[O:7])[CH2:5][CH2:6][O:1][CH2:2]1)[C:10]([O:12][CH2:13][CH3:14])=[O:11], predict the reactants needed to synthesize it. The reactants are: [O:1]1[CH2:6][CH2:5][C:4](=[O:7])[CH2:3][CH2:2]1.Cl[C:9](=[O:15])[C:10]([O:12][CH2:13][CH3:14])=[O:11]. (2) Given the product [CH3:7][O:8][C:9](=[O:35])[CH:10]([NH:14][C:15](=[O:34])[CH:16]([NH:26][C:27]([O:29][C:30]([CH3:33])([CH3:32])[CH3:31])=[O:28])[CH2:17][O:18][C:19]1[CH:24]=[CH:23][CH:22]([C:36]2[CH:41]=[CH:40][CH:39]=[CH:38][CH:37]=2)[CH2:21][CH:20]=1)[CH:11]([CH3:13])[CH3:12], predict the reactants needed to synthesize it. The reactants are: C([O-])([O-])=O.[Na+].[Na+].[CH3:7][O:8][C:9](=[O:35])[CH:10]([NH:14][C:15](=[O:34])[CH:16]([NH:26][C:27]([O:29][C:30]([CH3:33])([CH3:32])[CH3:31])=[O:28])[CH2:17][O:18][C:19]1[CH:24]=[CH:23][C:22](Br)=[CH:21][CH:20]=1)[CH:11]([CH3:13])[CH3:12].[C:36]1(B(O)O)[CH:41]=[CH:40][CH:39]=[CH:38][CH:37]=1. (3) Given the product [F:9][C:4]1[CH:3]=[C:2]([I:1])[CH:8]=[CH:7][C:5]=1[NH:6][CH:10]=[O:12], predict the reactants needed to synthesize it. The reactants are: [I:1][C:2]1[CH:8]=[CH:7][C:5]([NH2:6])=[C:4]([F:9])[CH:3]=1.[C:10](OC(=O)C)(=[O:12])C.C(O)=O.